Dataset: Forward reaction prediction with 1.9M reactions from USPTO patents (1976-2016). Task: Predict the product of the given reaction. (1) The product is: [CH2:14]([N:13]([CH2:20][CH2:21][CH2:22][CH2:23][CH2:24][CH3:25])[C:10]1[CH:11]=[CH:12][C:7]([N:6]2[C:4](=[O:5])[CH:3]=[C:2]([CH3:28])[N:1]=[C:29]2[CH3:30])=[CH:8][C:9]=1[C:26]#[N:27])[CH2:15][CH2:16][CH2:17][CH2:18][CH3:19]. Given the reactants [NH2:1]/[C:2](/[CH3:28])=[CH:3]\[C:4]([NH:6][C:7]1[CH:12]=[CH:11][C:10]([N:13]([CH2:20][CH2:21][CH2:22][CH2:23][CH2:24][CH3:25])[CH2:14][CH2:15][CH2:16][CH2:17][CH2:18][CH3:19])=[C:9]([C:26]#[N:27])[CH:8]=1)=[O:5].[C:29](OCC)(OCC)(OCC)[CH3:30], predict the reaction product. (2) The product is: [S:1]1[CH:5]=[CH:4][CH:3]=[C:2]1[CH2:6][NH:8][CH2:9][C:10]1[NH:11][C:12](=[O:20])[C:13]2[CH2:19][O:18][CH2:17][CH2:16][C:14]=2[N:15]=1. Given the reactants [S:1]1[CH:5]=[CH:4][CH:3]=[C:2]1[CH:6]=O.[NH2:8][CH2:9][C:10]1[NH:11][C:12](=[O:20])[C:13]2[CH2:19][O:18][CH2:17][CH2:16][C:14]=2[N:15]=1.C([BH3-])#N.C(O)(=O)C, predict the reaction product. (3) Given the reactants [CH3:1][O:2][CH2:3][C:4]1[CH:9]=[C:8]([C:10]([OH:12])=O)[CH:7]=[CH:6][C:5]=1[C:13]1[CH:18]=[CH:17][CH:16]=[CH:15][C:14]=1[CH3:19].[NH2:20][C:21](=[N:34]O)[C:22]1[C:31]([F:32])=[CH:30][C:25]([C:26]([O:28][CH3:29])=[O:27])=[C:24]([Cl:33])[CH:23]=1, predict the reaction product. The product is: [Cl:33][C:24]1[CH:23]=[C:22]([C:21]2[N:20]=[C:10]([C:8]3[CH:7]=[CH:6][C:5]([C:13]4[CH:18]=[CH:17][CH:16]=[CH:15][C:14]=4[CH3:19])=[C:4]([CH2:3][O:2][CH3:1])[CH:9]=3)[O:12][N:34]=2)[C:31]([F:32])=[CH:30][C:25]=1[C:26]([O:28][CH3:29])=[O:27].